This data is from Reaction yield outcomes from USPTO patents with 853,638 reactions. The task is: Predict the reaction yield, written as a fraction of the theoretical maximum amount of product (1.0 means a 100% yield; for example, 0.34 means a 34% yield). (1) The reactants are [Cl:1][C:2]1[S:6][C:5]([NH:7][C:8](=[O:18])[C:9]2[CH:14]=[C:13]([Cl:15])[CH:12]=[CH:11][C:10]=2[O:16][CH3:17])=[N:4][CH:3]=1.Cl[CH2:20][C:21]1[N:22]=[CH:23][S:24][CH:25]=1.CC(C)([O-])C.[K+].O1CCOCC1. The catalyst is [I-].C([N+](CCCC)(CCCC)CCCC)CCC.C1(C)C=CC=CC=1. The product is [Cl:15][C:13]1[CH:12]=[CH:11][C:10]([O:16][CH3:17])=[C:9]([CH:14]=1)[C:8](/[N:7]=[C:5]1\[S:6][C:2]([Cl:1])=[CH:3][N:4]\1[CH2:20][C:21]1[N:22]=[CH:23][S:24][CH:25]=1)=[O:18]. The yield is 0.600. (2) The reactants are [O:1]1[CH2:6][CH2:5][CH2:4][CH2:3][CH:2]1[O:7][CH2:8][C:9]([O:11]CC)=O.[CH2:14]([Mg]Br)[CH3:15]. The catalyst is CCOCC. The product is [O:1]1[CH2:6][CH2:5][CH2:4][CH2:3][CH:2]1[O:7][CH2:8][C:9]1([OH:11])[CH2:15][CH2:14]1. The yield is 0.540. (3) The reactants are [Cl:1][C:2]1[C:36]([F:37])=[CH:35][CH:34]=[CH:33][C:3]=1[CH2:4][NH:5][C:6](=[O:32])[N:7]([C@H:9]([CH2:16][O:17][C:18](=[O:31])[NH:19][C:20]1[N:21]=[CH:22][C:23]2[C:28]([CH:29]=1)=[CH:27][C:26]([F:30])=[CH:25][CH:24]=2)[CH2:10][CH2:11][C:12]([O:14]C)=[O:13])[CH3:8].[Li+].[OH-].Cl. The catalyst is O1CCOCC1.CCOC(C)=O. The product is [Cl:1][C:2]1[C:36]([F:37])=[CH:35][CH:34]=[CH:33][C:3]=1[CH2:4][NH:5][C:6](=[O:32])[N:7]([C@H:9]([CH2:16][O:17][C:18](=[O:31])[NH:19][C:20]1[N:21]=[CH:22][C:23]2[C:28]([CH:29]=1)=[CH:27][C:26]([F:30])=[CH:25][CH:24]=2)[CH2:10][CH2:11][C:12]([OH:14])=[O:13])[CH3:8]. The yield is 0.870. (4) The reactants are [CH3:1][O:2][C:3]1[CH:26]=[C:25]([O:27][CH3:28])[CH:24]=[CH:23][C:4]=1[CH2:5][N:6]1[C:14](=O)[C:13]2[C:8](=[CH:9][CH:10]=[CH:11][C:12]=2[O:16][CH2:17][CH2:18][N:19]([CH3:21])[CH3:20])[C:7]1=O.[H-].[Al+3].[Li+].[H-].[H-].[H-].C1COCC1. No catalyst specified. The product is [CH3:1][O:2][C:3]1[CH:26]=[C:25]([O:27][CH3:28])[CH:24]=[CH:23][C:4]=1[CH2:5][N:6]1[CH2:14][C:13]2[C:8](=[CH:9][CH:10]=[CH:11][C:12]=2[O:16][CH2:17][CH2:18][N:19]([CH3:21])[CH3:20])[CH2:7]1. The yield is 1.03. (5) The reactants are [CH3:1][O:2][C:3]([NH:5][C@H:6]([C:10]([N:12]1[C@@H:16]([CH3:17])[CH2:15][CH2:14][C@H:13]1[C:18]1[NH:22][C:21]2[C:23]3[C:28]([CH:29]=[CH:30][C:20]=2[N:19]=1)=[CH:27][C:26]1[C:31]2[C:36]([CH2:37][O:38][C:25]=1[CH:24]=3)=[CH:35][C:34]([C:39]1[NH:43][C:42]([C@@H:44]3[CH2:48][C@H:47]([CH2:49][O:50][CH3:51])[CH2:46][N:45]3C(OC(C)(C)C)=O)=[N:41][CH:40]=1)=[CH:33][CH:32]=2)=[O:11])[CH:7]([CH3:9])[CH3:8])=[O:4].[CH3:59][O:60][C@H:61]([CH3:71])[C@H:62]([NH:66][C:67]([O:69][CH3:70])=[O:68])[C:63]([OH:65])=O.CN(C(ON1N=NC2C=CC=NC1=2)=[N+](C)C)C.F[P-](F)(F)(F)(F)F.CN1CCOCC1. The catalyst is Cl.CCO.CN(C=O)C. The product is [CH3:59][O:60][C@@H:61]([CH3:71])[C@H:62]([NH:66][C:67]([O:69][CH3:70])=[O:68])[C:63]([N:45]1[CH2:46][C@@H:47]([CH2:49][O:50][CH3:51])[CH2:48][C@H:44]1[C:42]1[NH:43][C:39]([C:34]2[CH:35]=[C:36]3[CH2:37][O:38][C:25]4[CH:24]=[C:23]5[C:28]([CH:29]=[CH:30][C:20]6[N:19]=[C:18]([C@@H:13]7[CH2:14][CH2:15][C@H:16]([CH3:17])[N:12]7[C:10](=[O:11])[C@@H:6]([NH:5][C:3](=[O:4])[O:2][CH3:1])[CH:7]([CH3:9])[CH3:8])[NH:22][C:21]=65)=[CH:27][C:26]=4[C:31]3=[CH:32][CH:33]=2)=[CH:40][N:41]=1)=[O:65]. The yield is 0.590. (6) The reactants are [CH2:1]([C@@:5]1([CH2:28][CH3:29])[NH:11][C@@H:10]([C:12]2[CH:17]=[CH:16][CH:15]=[CH:14][CH:13]=2)[C:9]2[CH:18]=[C:19]([O:24][CH3:25])[C:20]([CH:22]=O)=[CH:21][C:8]=2[S:7](=[O:27])(=[O:26])[CH2:6]1)[CH2:2][CH2:3][CH3:4].[NH2:30][CH2:31][C:32]([O:34][C:35]([CH3:38])([CH3:37])[CH3:36])=[O:33].C(O)(=O)C.C(=O)([O-])[O-].[Na+].[Na+]. The catalyst is ClCCCl. The product is [CH2:1]([C@@:5]1([CH2:28][CH3:29])[NH:11][C@@H:10]([C:12]2[CH:17]=[CH:16][CH:15]=[CH:14][CH:13]=2)[C:9]2[CH:18]=[C:19]([O:24][CH3:25])[C:20]([CH2:22][NH:30][CH2:31][C:32]([O:34][C:35]([CH3:38])([CH3:37])[CH3:36])=[O:33])=[CH:21][C:8]=2[S:7](=[O:26])(=[O:27])[CH2:6]1)[CH2:2][CH2:3][CH3:4]. The yield is 0.280.